Dataset: Forward reaction prediction with 1.9M reactions from USPTO patents (1976-2016). Task: Predict the product of the given reaction. (1) Given the reactants [C:1]1(=[O:39])[N:5]([O:6][CH2:7][CH2:8][N:9]([CH2:24][CH2:25][O:26][Si](C(C)(C)C)(C)C)[CH2:10][CH2:11][O:12][N:13]2[C:17](=[O:18])[C:16]3=[CH:19][CH:20]=[CH:21][CH:22]=[C:15]3[C:14]2=[O:23])[C:4](=[O:34])[C:3]2=[CH:35][CH:36]=[CH:37][CH:38]=[C:2]12, predict the reaction product. The product is: [C:14]1(=[O:23])[N:13]([O:12][CH2:11][CH2:10][N:9]([CH2:24][CH2:25][OH:26])[CH2:8][CH2:7][O:6][N:5]2[C:1](=[O:39])[C:2]3=[CH:38][CH:37]=[CH:36][CH:35]=[C:3]3[C:4]2=[O:34])[C:17](=[O:18])[C:16]2=[CH:19][CH:20]=[CH:21][CH:22]=[C:15]12. (2) Given the reactants [O:1]=[C:2]1[C:11]2[C:6](=[CH:7][CH:8]=[CH:9][CH:10]=2)[C:5]([CH2:12][C:13]([OH:15])=[O:14])=[N:4][N:3]1[CH2:16][C:17]1[S:18][C:19]2[CH:25]=[CH:24][C:23]([C:26]([F:29])([F:28])[F:27])=[CH:22][C:20]=2[N:21]=1.[CH2:30]([CH2:32][NH2:33])[OH:31], predict the reaction product. The product is: [CH2:30]([CH2:32][NH2:33])[OH:31].[O:1]=[C:2]1[C:11]2[C:6](=[CH:7][CH:8]=[CH:9][CH:10]=2)[C:5]([CH2:12][C:13]([OH:15])=[O:14])=[N:4][N:3]1[CH2:16][C:17]1[S:18][C:19]2[CH:25]=[CH:24][C:23]([C:26]([F:29])([F:28])[F:27])=[CH:22][C:20]=2[N:21]=1. (3) Given the reactants P(O)(O)(O)=O.P(OCCN(CC)CCCOC1C=C2C(C(NC3C=C(CC(NC4C=CC=C(F)C=4)=O)NN=3)=NC=N2)=CC=1F)(OC(C)(C)C)(OC(C)(C)C)=O.[CH2:56]([OH:63])[C:57]1[CH:62]=[CH:61][CH:60]=[CH:59][CH:58]=1.[H-].[Na+].[F:66][C:67]1[CH:68]=[C:69]2[C:74](=[CH:75][C:76]=1F)[NH:73][CH:72]=[N:71][C:70]2=[O:78], predict the reaction product. The product is: [CH2:56]([O:63][C:76]1[CH:75]=[C:74]2[C:69]([C:70](=[O:78])[N:71]=[CH:72][NH:73]2)=[CH:68][C:67]=1[F:66])[C:57]1[CH:62]=[CH:61][CH:60]=[CH:59][CH:58]=1. (4) Given the reactants Br[CH2:2][CH2:3][CH2:4][CH2:5][CH2:6]Br.[Mg].BrCCCCBr.II.Cl[Si:18](Cl)([CH2:20][Cl:21])[CH3:19], predict the reaction product. The product is: [Cl:21][CH2:20][Si:18]1([CH3:19])[CH2:6][CH2:5][CH2:4][CH2:3][CH2:2]1. (5) Given the reactants CCN(CC)CC.[C:8]([O:12][C:13]([N:15]1[CH2:20][CH2:19][CH:18]([C:21]([OH:23])=O)[CH2:17][CH2:16]1)=[O:14])([CH3:11])([CH3:10])[CH3:9].CN(C(ON1N=NC2C=CC=CC1=2)=[N+](C)C)C.[B-](F)(F)(F)F.[O:46]1[CH2:51][CH2:50][N:49]([CH2:52][CH2:53][CH2:54][NH2:55])[CH2:48][CH2:47]1, predict the reaction product. The product is: [O:46]1[CH2:51][CH2:50][N:49]([CH2:52][CH2:53][CH2:54][NH:55][C:21]([CH:18]2[CH2:17][CH2:16][N:15]([C:13]([O:12][C:8]([CH3:9])([CH3:10])[CH3:11])=[O:14])[CH2:20][CH2:19]2)=[O:23])[CH2:48][CH2:47]1.